From a dataset of Forward reaction prediction with 1.9M reactions from USPTO patents (1976-2016). Predict the product of the given reaction. (1) Given the reactants [Br:1][C:2]1[C:11]2[C:6](=[CH:7][CH:8]=[CH:9][CH:10]=2)[CH:5]=[CH:4][C:3]=1[C:12](=[O:14])[CH3:13].[BH4-].[Na+], predict the reaction product. The product is: [Br:1][C:2]1[C:11]2[C:6](=[CH:7][CH:8]=[CH:9][CH:10]=2)[CH:5]=[CH:4][C:3]=1[CH:12]([OH:14])[CH3:13]. (2) Given the reactants [CH:1]([O:4][C:5]1[CH:10]=[CH:9][C:8]([CH2:11][CH2:12][CH2:13][OH:14])=[C:7]([O:15][CH2:16][C:17]2[CH:22]=[CH:21][C:20]([C:23]([F:26])([F:25])[F:24])=[CH:19][CH:18]=2)[CH:6]=1)([CH3:3])[CH3:2].[CH2:27]([N:29]1[C:33]([CH2:34][CH2:35][C:36]([O:38]CC)=[O:37])=[CH:32][C:31](O)=[N:30]1)[CH3:28].C(P(CCCC)CCCC)CCC.N(C(N1CCCCC1)=O)=NC(N1CCCCC1)=O.O1CCCC1CO.[OH-].[Na+].Cl, predict the reaction product. The product is: [CH2:27]([N:29]1[C:33]([CH2:34][CH2:35][C:36]([OH:38])=[O:37])=[CH:32][C:31]([O:14][CH2:13][CH2:12][CH2:11][C:8]2[CH:9]=[CH:10][C:5]([O:4][CH:1]([CH3:3])[CH3:2])=[CH:6][C:7]=2[O:15][CH2:16][C:17]2[CH:18]=[CH:19][C:20]([C:23]([F:24])([F:25])[F:26])=[CH:21][CH:22]=2)=[N:30]1)[CH3:28]. (3) Given the reactants [NH2:1][CH2:2][C@@H:3]([N:5]1[CH:9]=[CH:8][C:7]([C:10]2[CH:17]=[CH:16][C:13]([C:14]#[N:15])=[C:12]([Cl:18])[CH:11]=2)=[N:6]1)[CH3:4].[C:19]([C:22]1[O:26][N:25]=[C:24]([C:27](O)=[O:28])[CH:23]=1)(=[O:21])[CH3:20], predict the reaction product. The product is: [C:19]([C:22]1[O:26][N:25]=[C:24]([C:27]([NH:1][CH2:2][C@@H:3]([N:5]2[CH:9]=[CH:8][C:7]([C:10]3[CH:17]=[CH:16][C:13]([C:14]#[N:15])=[C:12]([Cl:18])[CH:11]=3)=[N:6]2)[CH3:4])=[O:28])[CH:23]=1)(=[O:21])[CH3:20]. (4) Given the reactants [O-]P([O-])([O-])=O.[K+].[K+].[K+].Cl[C:10]1[C:19]2[C:14](=[CH:15][CH:16]=[CH:17][CH:18]=2)[N:13]=[CH:12][C:11]=1[CH:20]([N:22]1[C:30](=[O:31])[C:29]2[C:24](=[CH:25][CH:26]=[CH:27][CH:28]=2)[C:23]1=[O:32])[CH3:21].[F:33][C:34]1[CH:39]=[CH:38][C:37](B(O)O)=[CH:36][CH:35]=1.COC1C=CC=C(OC)C=1C1C=CC=CC=1P(C1CCCCC1)C1CCCCC1, predict the reaction product. The product is: [F:33][C:34]1[CH:39]=[CH:38][C:37]([C:10]2[C:19]3[C:14](=[CH:15][CH:16]=[CH:17][CH:18]=3)[N:13]=[CH:12][C:11]=2[CH:20]([N:22]2[C:30](=[O:31])[C:29]3[C:24](=[CH:25][CH:26]=[CH:27][CH:28]=3)[C:23]2=[O:32])[CH3:21])=[CH:36][CH:35]=1. (5) Given the reactants [OH-].[K+].CC1C=C(C(N2CCN([C:23]3[CH:24]=[C:25]([CH:31]=[CH:32][CH:33]=3)[C:26]([O:28]CC)=[O:27])CC2)=O)N(C2C=CC=CC=2)N=1, predict the reaction product. The product is: [C:26]([OH:28])(=[O:27])[C:25]1[CH:31]=[CH:32][CH:33]=[CH:23][CH:24]=1. (6) Given the reactants [Br:1][C:2]1[CH:7]=[C:6]([N+:8]([O-:10])=[O:9])[C:5]([NH:11][CH3:12])=[CH:4][N+:3]=1[O-].P(Cl)(Cl)([Cl:16])=O, predict the reaction product. The product is: [Br:1][C:2]1[N:3]=[C:4]([Cl:16])[C:5]([NH:11][CH3:12])=[C:6]([N+:8]([O-:10])=[O:9])[CH:7]=1. (7) The product is: [Br:13][C:14]1[S:15][C:16]([CH2:20][O:10][C:8]2[CH:7]=[CH:6][C:3]([C:4]#[N:5])=[C:2]([Cl:1])[CH:9]=2)=[C:17]([CH3:19])[N:18]=1. Given the reactants [Cl:1][C:2]1[CH:9]=[C:8]([OH:10])[CH:7]=[CH:6][C:3]=1[C:4]#[N:5].[H-].[Na+].[Br:13][C:14]1[S:15][C:16]([CH2:20]OS(C)(=O)=O)=[C:17]([CH3:19])[N:18]=1.O, predict the reaction product. (8) Given the reactants [N:1]1([CH2:6][CH:7]([OH:10])[CH2:8][OH:9])[CH2:5][CH2:4][CH2:3][CH2:2]1.CS(O[CH2:16][CH2:17][CH2:18][CH2:19][CH2:20][CH2:21][CH2:22][CH2:23][CH2:24][CH2:25][CH2:26][CH2:27][CH2:28][CH2:29][CH2:30][CH3:31])(=O)=O, predict the reaction product. The product is: [CH2:16]([O:10][CH:7]([CH2:8][O:9][CH2:31][CH2:30][CH2:29][CH2:28][CH2:27][CH2:26][CH2:25][CH2:24][CH2:23][CH2:22][CH2:21][CH2:20][CH2:19][CH2:18][CH2:17][CH3:16])[CH2:6][N:1]1[CH2:5][CH2:4][CH2:3][CH2:2]1)[CH2:17][CH2:18][CH2:19][CH2:20][CH2:21][CH2:22][CH2:23][CH2:24][CH2:25][CH2:26][CH2:27][CH2:28][CH2:29][CH2:30][CH3:31].